This data is from Reaction yield outcomes from USPTO patents with 853,638 reactions. The task is: Predict the reaction yield, written as a fraction of the theoretical maximum amount of product (1.0 means a 100% yield; for example, 0.34 means a 34% yield). (1) The reactants are [N:1]1[C:11]2[C:6](=[CH:7][CH:8]=[CH:9][CH:10]=2)[C:4]([CH3:5])=[CH:3][CH:2]=1.[Cl:12][CH2:13][CH2:14][OH:15]. The catalyst is C(#N)C. The product is [Cl-:12].[OH:15][CH2:14][CH2:13][N+:1]1[C:11]2[C:6](=[CH:7][CH:8]=[CH:9][CH:10]=2)[C:4]([CH3:5])=[CH:3][CH:2]=1. The yield is 0.630. (2) The reactants are [Cl-].[CH3:2][C@@H:3]1[O:11][C:10](=[O:12])[C@@H:9]([NH3+:13])[CH2:8][CH2:7][CH2:6][C@H:5]([CH2:14][C:15]2[CH:20]=[CH:19][C:18]([CH3:21])=[CH:17][CH:16]=2)[C@H:4]1[O:22][C:23]1[CH:28]=[CH:27][CH:26]=[CH:25][CH:24]=1.[OH:29][C:30]1[C:31]([C:38](O)=[O:39])=[N:32][CH:33]=[CH:34][C:35]=1[O:36][CH3:37].C(N(CC)C(C)C)(C)C.C1CN([P+](ON2N=NC3C=CC=CC2=3)(N2CCCC2)N2CCCC2)CC1.F[P-](F)(F)(F)(F)F. The catalyst is C(Cl)Cl. The product is [OH:29][C:30]1[C:31]([C:38]([NH:13][C@H:9]2[CH2:8][CH2:7][CH2:6][C@H:5]([CH2:14][C:15]3[CH:16]=[CH:17][C:18]([CH3:21])=[CH:19][CH:20]=3)[C@@H:4]([O:22][C:23]3[CH:24]=[CH:25][CH:26]=[CH:27][CH:28]=3)[C@H:3]([CH3:2])[O:11][C:10]2=[O:12])=[O:39])=[N:32][CH:33]=[CH:34][C:35]=1[O:36][CH3:37]. The yield is 0.490. (3) The reactants are [CH:1]1[CH:2]=[CH:3][C:4]2[N:9](O)N=N[C:5]=2[CH:6]=1.[O:11]=[C:12]([N:17]1[CH2:22][CH2:21][N:20]([C:23](=[O:34])[C:24]2[CH:29]=[CH:28][CH:27]=[CH:26][C:25]=2[C:30]([F:33])([F:32])[F:31])[CH2:19][CH2:18]1)[CH2:13][C:14]([OH:16])=O.C[CH2:36][N:37]=[C:38]=[N:39]CCCN(C)C.Cl.CN(C=[O:51])C. The catalyst is CN(C1C=CN=CC=1)C.O. The product is [O:51]1[CH:36]=[N:37][C:38]([C:1]2[CH:6]=[CH:5][C:4]([NH:9][C:14](=[O:16])[CH2:13][C:12](=[O:11])[N:17]3[CH2:18][CH2:19][N:20]([C:23](=[O:34])[C:24]4[CH:29]=[CH:28][CH:27]=[CH:26][C:25]=4[C:30]([F:32])([F:31])[F:33])[CH2:21][CH2:22]3)=[CH:3][CH:2]=2)=[N:39]1. The yield is 0.480. (4) The reactants are Cl.[Cl:2][C:3]1[CH:4]=[C:5]([NH:18][C:19]2[C:28]3[C:23](=[CH:24][CH:25]=[C:26](I)[CH:27]=3)[N:22]=[CH:21][N:20]=2)[CH:6]=[CH:7][C:8]=1[O:9][CH2:10][C:11]1[CH:16]=[CH:15][CH:14]=[C:13]([F:17])[CH:12]=1.C(N(CC)CC)C.[CH3:37][O:38][N:39]([CH3:60])[C:40]([C:42]1[O:43][C:44]([Sn](CCCC)(CCCC)CCCC)=[CH:45][CH:46]=1)=[O:41]. The catalyst is COCCOC.Cl[Pd](Cl)([P](C1C=CC=CC=1)(C1C=CC=CC=1)C1C=CC=CC=1)[P](C1C=CC=CC=1)(C1C=CC=CC=1)C1C=CC=CC=1. The product is [CH3:37][O:38][N:39]([CH3:60])[C:40]([C:42]1[O:43][C:44]([C:26]2[CH:27]=[C:28]3[C:23](=[CH:24][CH:25]=2)[N:22]=[CH:21][N:20]=[C:19]3[NH:18][C:5]2[CH:6]=[CH:7][C:8]([O:9][CH2:10][C:11]3[CH:16]=[CH:15][CH:14]=[C:13]([F:17])[CH:12]=3)=[C:3]([Cl:2])[CH:4]=2)=[CH:45][CH:46]=1)=[O:41]. The yield is 0.770.